From a dataset of Full USPTO retrosynthesis dataset with 1.9M reactions from patents (1976-2016). Predict the reactants needed to synthesize the given product. (1) The reactants are: [OH:1][CH:2]1[CH2:7][CH:6]([CH3:8])[N:5]([C:9]([O:11][C:12]([CH3:15])([CH3:14])[CH3:13])=[O:10])[CH2:4][CH:3]1[C:16]([O:18][CH3:19])=[O:17].CC(OI1(OC(C)=O)(OC(C)=O)OC(=O)C2C=CC=CC1=2)=O.C(OCC)(=O)C. Given the product [CH3:8][CH:6]1[N:5]([C:9]([O:11][C:12]([CH3:15])([CH3:14])[CH3:13])=[O:10])[CH2:4][CH:3]([C:16]([O:18][CH3:19])=[O:17])[C:2](=[O:1])[CH2:7]1, predict the reactants needed to synthesize it. (2) Given the product [CH2:40]([O:12][C:11](=[O:13])[C@H:10]([CH3:14])[CH2:9][C@H:8]([NH:15][C:16]([O:18][C:19]([CH3:22])([CH3:20])[CH3:21])=[O:17])[CH2:7][C:4]1[CH:3]=[CH:2][C:1]([C:23]2[CH:24]=[CH:25][CH:26]=[CH:27][CH:28]=2)=[CH:6][CH:5]=1)[CH3:41].[C:1]1([C:23]2[CH:24]=[CH:25][CH:26]=[CH:27][CH:28]=2)[CH:2]=[CH:3][C:4]([CH2:7][C@@H:8]([NH:15][C:16]([O:18][C:19]([CH3:22])([CH3:20])[CH3:21])=[O:17])[CH2:9][C@@H:10]([CH3:14])[C:11]([OH:13])=[O:12])=[CH:5][CH:6]=1, predict the reactants needed to synthesize it. The reactants are: [C:1]1([C:23]2[CH:28]=[CH:27][CH:26]=[CH:25][CH:24]=2)[CH:6]=[CH:5][C:4]([CH2:7][C@@H:8]([NH:15][C:16]([O:18][C:19]([CH3:22])([CH3:21])[CH3:20])=[O:17])[CH2:9][C@@H:10]([CH3:14])[C:11]([OH:13])=[O:12])=[CH:3][CH:2]=1.CN(C)C=O.C(=O)([O-])[O-].[Cs+].[Cs+].[CH2:40](I)[CH3:41].